Dataset: Full USPTO retrosynthesis dataset with 1.9M reactions from patents (1976-2016). Task: Predict the reactants needed to synthesize the given product. Given the product [C:1]1([O:7][C:8](=[O:26])[NH:9][C:10]2[CH:15]=[CH:14][C:13]([B:16]3[O:17][C:18]([CH3:23])([CH3:24])[C:19]([CH3:22])([CH3:21])[O:20]3)=[CH:12][CH:11]=2)[CH:6]=[CH:5][CH:4]=[CH:3][CH:2]=1, predict the reactants needed to synthesize it. The reactants are: [C:1]1([O:7][C:8](=[O:26])[NH:9][C:10]2[CH:15]=[CH:14][C:13]([B:16]3[O:20][C:19]([CH3:22])([CH3:21])[C:18]([CH3:24])([CH3:23])[O:17]3)=[C:12](F)[CH:11]=2)[CH:6]=[CH:5][CH:4]=[CH:3][CH:2]=1.CC1(C)C(C)(C)OB(C2C=CC(N)=CC=2)O1.